From a dataset of Reaction yield outcomes from USPTO patents with 853,638 reactions. Predict the reaction yield, written as a fraction of the theoretical maximum amount of product (1.0 means a 100% yield; for example, 0.34 means a 34% yield). (1) The reactants are Br[C:2]1[C:3]2[CH:10]=[CH:9][NH:8][C:4]=2[N:5]=[N:6][CH:7]=1.O.C([NH:15][C:16]1[CH:21]=[CH:20][CH:19]=[CH:18][C:17]=1B(O)O)(=O)C.C([O-])([O-])=O.[K+].[K+]. The catalyst is O1CCOCC1.[Pd].C1(P(C2C=CC=CC=2)C2C=CC=CC=2)C=CC=CC=1.C1(P(C2C=CC=CC=2)C2C=CC=CC=2)C=CC=CC=1.C1(P(C2C=CC=CC=2)C2C=CC=CC=2)C=CC=CC=1.C1(P(C2C=CC=CC=2)C2C=CC=CC=2)C=CC=CC=1. The product is [N:5]1[C:4]2[NH:8][CH:9]=[CH:10][C:3]=2[C:2]([C:17]2[CH:18]=[CH:19][CH:20]=[CH:21][C:16]=2[NH2:15])=[CH:7][N:6]=1. The yield is 0.290. (2) The reactants are [F:1][C:2]1[C:11]2[O:10][CH2:9][CH:8]([N:12]([CH2:16][CH2:17][C:18]([C:20]3[C:24]4[CH:25]=[C:26]([F:29])[CH:27]=[CH:28][C:23]=4[S:22][CH:21]=3)=[O:19])[CH2:13][CH2:14][CH3:15])[CH2:7][C:6]=2[C:5]([C:30]([NH2:32])=[O:31])=[CH:4][CH:3]=1.[BH4-].[Na+].O. The catalyst is CO. The product is [F:1][C:2]1[C:11]2[O:10][CH2:9][CH:8]([N:12]([CH2:16][CH2:17][CH:18]([C:20]3[C:24]4[CH:25]=[C:26]([F:29])[CH:27]=[CH:28][C:23]=4[S:22][CH:21]=3)[OH:19])[CH2:13][CH2:14][CH3:15])[CH2:7][C:6]=2[C:5]([C:30]([NH2:32])=[O:31])=[CH:4][CH:3]=1. The yield is 0.720. (3) The reactants are C(=O)([O:7][CH2:8][C:9]([C:12]1[CH:16]=[C:15]([N:17]2[CH2:21][C@@:20]3([CH2:26][CH2:25][CH2:24][C@@:23]([CH2:28][N:29]4[C:33]5[CH:34]=[C:35]([C:38]#[N:39])[CH:36]=[CH:37][C:32]=5[N:31]=[CH:30]4)([CH3:27])[CH2:22]3)[O:19][C:18]2=[O:40])[O:14][N:13]=1)([CH3:11])[CH3:10])OC(C)(C)C.C([O-])([O-])=O.[K+].[K+].O.CO. The catalyst is CC#N.O. The product is [OH:7][CH2:8][C:9]([C:12]1[CH:16]=[C:15]([N:17]2[CH2:21][C@@:20]3([CH2:26][CH2:25][CH2:24][C@@:23]([CH2:28][N:29]4[C:33]5[CH:34]=[C:35]([C:38]#[N:39])[CH:36]=[CH:37][C:32]=5[N:31]=[CH:30]4)([CH3:27])[CH2:22]3)[O:19][C:18]2=[O:40])[O:14][N:13]=1)([CH3:11])[CH3:10]. The yield is 0.240. (4) The reactants are [CH2:1]([O:8][C:9](=[O:18])[NH:10][C@H:11]1[CH2:16][CH2:15][C@H:14]([OH:17])[CH2:13][CH2:12]1)[C:2]1[CH:7]=[CH:6][CH:5]=[CH:4][CH:3]=1.[Br:19][CH2:20][CH2:21][CH2:22][CH2:23][CH2:24][CH2:25]Br.[OH-].[Na+]. The catalyst is S([O-])(O)(=O)=O.C([N+](CCCC)(CCCC)CCCC)CCC.C(Cl)Cl. The product is [CH2:1]([O:8][C:9](=[O:18])[NH:10][C@H:11]1[CH2:16][CH2:15][C@H:14]([O:17][CH2:25][CH2:24][CH2:23][CH2:22][CH2:21][CH2:20][Br:19])[CH2:13][CH2:12]1)[C:2]1[CH:3]=[CH:4][CH:5]=[CH:6][CH:7]=1. The yield is 0.140. (5) The reactants are [BH4-].[Na+].[CH3:3][CH:4]=[C:5](C)C.B(F)(F)F.CC[O:14]CC.C(O[C:21]1[CH:26]=[CH:25][C:24]([CH:27]2[O:31][CH2:30][CH2:29][O:28]2)=[CH:23][CH:22]=1)C=C.[OH-].[Na+].OO. The catalyst is C1COCC1.O. The product is [O:31]1[CH2:30][CH2:29][O:28][CH:27]1[C:24]1[CH:23]=[CH:22][C:21]([CH2:3][CH2:4][CH2:5][OH:14])=[CH:26][CH:25]=1. The yield is 0.980.